This data is from Forward reaction prediction with 1.9M reactions from USPTO patents (1976-2016). The task is: Predict the product of the given reaction. The product is: [Cl:1][C:2]1[CH:7]=[CH:6][CH:5]=[C:4]([Cl:8])[C:3]=1[C:9]1[C:13]([CH2:14][O:15][C:16]2[N:21]=[CH:20][C:19]([C:22]3[CH:30]=[C:29]4[C:25]([C:26]([C:31]([OH:33])=[O:32])=[CH:27][NH:28]4)=[CH:24][CH:23]=3)=[CH:18][CH:17]=2)=[C:12]([CH:35]([CH3:37])[CH3:36])[O:11][N:10]=1. Given the reactants [Cl:1][C:2]1[CH:7]=[CH:6][CH:5]=[C:4]([Cl:8])[C:3]=1[C:9]1[C:13]([CH2:14][O:15][C:16]2[N:21]=[CH:20][C:19]([C:22]3[CH:30]=[C:29]4[C:25]([C:26]([C:31]([O:33]C)=[O:32])=[CH:27][NH:28]4)=[CH:24][CH:23]=3)=[CH:18][CH:17]=2)=[C:12]([CH:35]([CH3:37])[CH3:36])[O:11][N:10]=1.O1CCCC1.[OH-].[Na+], predict the reaction product.